From a dataset of Catalyst prediction with 721,799 reactions and 888 catalyst types from USPTO. Predict which catalyst facilitates the given reaction. (1) Reactant: [F:1][C:2]1[C:3]([C:8]([OH:10])=O)=[N:4][CH:5]=[CH:6][CH:7]=1.Cl.CN(C)CCCN=C=NCC.[NH2:23][C:24]1[N:29]=[C:28]([NH:30][C:31]2[CH:36]=[CH:35][CH:34]=[CH:33][CH:32]=2)[N:27]=[C:26]([C:37](=[N:39]O)[NH2:38])[N:25]=1. Product: [F:1][C:2]1[C:3]([C:8]2[O:10][N:39]=[C:37]([C:26]3[N:27]=[C:28]([NH:30][C:31]4[CH:36]=[CH:35][CH:34]=[CH:33][CH:32]=4)[N:29]=[C:24]([NH2:23])[N:25]=3)[N:38]=2)=[N:4][CH:5]=[CH:6][CH:7]=1. The catalyst class is: 17. (2) Reactant: [F:1][C:2]1[CH:34]=[CH:33][C:5]([C:6]([NH:8][C:9]2[N:13]([C:14]3[CH:15]=[C:16]([NH:20]C(=O)OC(C)(C)C)[CH:17]=[CH:18][CH:19]=3)[C:12]3[CH:28]=[CH:29][C:30]([CH3:32])=[CH:31][C:11]=3[N:10]=2)=[O:7])=[CH:4][CH:3]=1.C(O)(C(F)(F)F)=O. Product: [NH2:20][C:16]1[CH:15]=[C:14]([N:13]2[C:12]3[CH:28]=[CH:29][C:30]([CH3:32])=[CH:31][C:11]=3[N:10]=[C:9]2[NH:8][C:6](=[O:7])[C:5]2[CH:4]=[CH:3][C:2]([F:1])=[CH:34][CH:33]=2)[CH:19]=[CH:18][CH:17]=1. The catalyst class is: 2.